From a dataset of Reaction yield outcomes from USPTO patents with 853,638 reactions. Predict the reaction yield, written as a fraction of the theoretical maximum amount of product (1.0 means a 100% yield; for example, 0.34 means a 34% yield). The reactants are [O:1]1[CH2:6][CH2:5][N:4]([C:7]2[N:12]=[C:11]([N:13]3[CH2:18][CH2:17][O:16][CH2:15][CH2:14]3)[N:10]=[C:9]([C:19]3[CH:25]=[CH:24][C:22]([NH2:23])=[CH:21][CH:20]=3)[N:8]=2)[CH2:3][CH2:2]1.[NH:26]1[CH2:30][CH2:29][NH:28][C:27]1=S. The catalyst is CN(C=O)C.C1C=CC([P]([Pd]([P](C2C=CC=CC=2)(C2C=CC=CC=2)C2C=CC=CC=2)([P](C2C=CC=CC=2)(C2C=CC=CC=2)C2C=CC=CC=2)[P](C2C=CC=CC=2)(C2C=CC=CC=2)C2C=CC=CC=2)(C2C=CC=CC=2)C2C=CC=CC=2)=CC=1.[Hg](Cl)Cl. The product is [N:4]1([C:7]2[N:12]=[C:11]([N:13]3[CH2:18][CH2:17][O:16][CH2:15][CH2:14]3)[N:10]=[C:9]([C:19]3[CH:25]=[CH:24][C:22]([NH:23][C:27]4[NH:28][CH2:29][CH2:30][N:26]=4)=[CH:21][CH:20]=3)[N:8]=2)[CH2:5][CH2:6][O:1][CH2:2][CH2:3]1. The yield is 0.220.